From a dataset of Retrosynthesis with 50K atom-mapped reactions and 10 reaction types from USPTO. Predict the reactants needed to synthesize the given product. (1) The reactants are: CCOC(=O)CP(=O)(OCC)OCC.COc1ccc(Br)c(C=O)c1. Given the product CCOC(=O)/C=C/c1cc(OC)ccc1Br, predict the reactants needed to synthesize it. (2) Given the product CC(C)(C)NC(=O)[C@H](Cc1ccc(OCc2c(Cl)cccc2Cl)cc1)NC(=O)OC(C)(C)C, predict the reactants needed to synthesize it. The reactants are: CC(C)(C)N.CC(C)(C)OC(=O)N[C@@H](Cc1ccc(OCc2c(Cl)cccc2Cl)cc1)C(=O)O. (3) Given the product CSc1ccc(C#N)cc1F, predict the reactants needed to synthesize it. The reactants are: C[S-].N#Cc1ccc(F)c(F)c1.